This data is from Peptide-MHC class I binding affinity with 185,985 pairs from IEDB/IMGT. The task is: Regression. Given a peptide amino acid sequence and an MHC pseudo amino acid sequence, predict their binding affinity value. This is MHC class I binding data. The peptide sequence is NQATTKTTF. The MHC is HLA-A26:01 with pseudo-sequence HLA-A26:01. The binding affinity (normalized) is 0.0847.